Dataset: Forward reaction prediction with 1.9M reactions from USPTO patents (1976-2016). Task: Predict the product of the given reaction. (1) Given the reactants [NH2:1][C@@H:2]1[CH2:7][CH2:6][CH2:5][N:4]([C:8]2[C:13]([Br:14])=[CH:12][N:11]=[C:10]3[NH:15][CH:16]=[C:17]([NH:18][C:19]([CH:21]4[CH2:23][CH2:22]4)=[O:20])[C:9]=23)[CH2:3]1.[C:24]1([O:30][CH3:31])[CH:29]=[CH:28][CH:27]=[CH:26][CH:25]=1, predict the reaction product. The product is: [C:24]1([O:30][CH3:31])[CH:29]=[CH:28][CH:27]=[CH:26][CH:25]=1.[NH2:1][C@@H:2]1[CH2:7][CH2:6][CH2:5][N:4]([C:8]2[C:13]([Br:14])=[CH:12][N:11]=[C:10]3[NH:15][CH:16]=[C:17]([NH:18][C:19]([CH:21]4[CH2:22][CH2:23]4)=[O:20])[C:9]=23)[CH2:3]1. (2) Given the reactants [C:1]([O:5][C:6]([N:8]1[C:16]2[C:11](=[CH:12][CH:13]=[C:14]([Cl:17])[CH:15]=2)[CH2:10][C:9]1=[O:18])=[O:7])([CH3:4])([CH3:3])[CH3:2].[C:19](=[O:22])([O-])[O-].[K+].[K+].C=O.[C:27]([O-])(O)=[O:28].[Na+], predict the reaction product. The product is: [C:1]([O:5][C:6]([N:8]1[C:16]2[C:11](=[CH:12][CH:13]=[C:14]([Cl:17])[CH:15]=2)[C:10]([CH2:19][OH:22])([CH2:27][OH:28])[C:9]1=[O:18])=[O:7])([CH3:4])([CH3:2])[CH3:3]. (3) The product is: [I:17][C:13]1[S:12][C:11]([C:7]2[CH:8]=[C:9]3[C:4](=[CH:5][CH:6]=2)[C:3](=[O:16])[N:2]([CH3:1])[CH2:10]3)=[N:15][CH:14]=1. Given the reactants [CH3:1][N:2]1[CH2:10][C:9]2[C:4](=[CH:5][CH:6]=[C:7]([C:11]3[S:12][CH:13]=[CH:14][N:15]=3)[CH:8]=2)[C:3]1=[O:16].[I:17]N1C(=O)CCC1=O, predict the reaction product. (4) Given the reactants [Cl:1][C:2]1[C:7]([CH3:8])=[N:6][CH:5]=[CH:4][N:3]=1.[Br:9]N1C(=O)CCC1=O.C(OOC(=O)C1C=CC=CC=1)(=O)C1C=CC=CC=1, predict the reaction product. The product is: [Br:9][CH2:8][C:7]1[C:2]([Cl:1])=[N:3][CH:4]=[CH:5][N:6]=1. (5) Given the reactants [Cl:1][C:2]1[N:3]=[C:4]([N:13]2[CH2:18][CH2:17][O:16][CH2:15][CH2:14]2)[C:5]2[S:10][C:9]([CH:11]=O)=[CH:8][C:6]=2[N:7]=1.[CH3:19][O:20][CH2:21][CH2:22][NH2:23], predict the reaction product. The product is: [Cl:1][C:2]1[N:3]=[C:4]([N:13]2[CH2:18][CH2:17][O:16][CH2:15][CH2:14]2)[C:5]2[S:10][C:9]([CH2:11][NH:23][CH2:22][CH2:21][O:20][CH3:19])=[CH:8][C:6]=2[N:7]=1. (6) Given the reactants [SiH3][OH:2].[CH:3]1[C:16]2[C:7](=[CH:8][C:9]3[C:14]([C:15]=2Br)=[CH:13][CH:12]=[CH:11][CH:10]=3)[CH:6]=[CH:5][CH:4]=1.C([Li])CCC.Cl[Si:24](Cl)([C:31]1[CH:36]=[CH:35][CH:34]=[CH:33][CH:32]=1)[C:25]1[CH:30]=[CH:29][CH:28]=[CH:27][CH:26]=1, predict the reaction product. The product is: [CH:3]1[C:16]2[C:7](=[CH:8][C:9]3[C:14]([C:15]=2[Si:24]([C:31]2[CH:36]=[CH:35][CH:34]=[CH:33][CH:32]=2)([C:25]2[CH:30]=[CH:29][CH:28]=[CH:27][CH:26]=2)[OH:2])=[CH:13][CH:12]=[CH:11][CH:10]=3)[CH:6]=[CH:5][CH:4]=1. (7) Given the reactants [H-].[Na+].[CH2:3]([O:13][CH2:14][CH2:15][CH2:16][CH2:17]Br)/[CH:4]=[C:5](/[CH2:7][CH2:8][CH:9]=[C:10]([CH3:12])[CH3:11])\[CH3:6].[NH:19]1[CH:23]=[CH:22][N:21]=[CH:20]1, predict the reaction product. The product is: [CH2:3]([O:13][CH2:14][CH2:15][CH2:16][CH2:17][N:19]1[CH:23]=[CH:22][N:21]=[CH:20]1)/[CH:4]=[C:5](/[CH2:7][CH2:8][CH:9]=[C:10]([CH3:12])[CH3:11])\[CH3:6]. (8) Given the reactants I[C:2]1[C:15]2[CH2:14][C:13]3[C:8](=[CH:9][CH:10]=[CH:11][CH:12]=3)[NH:7][C:6]=2[C:5]([C:16]([O:18][CH3:19])=[O:17])=[CH:4][CH:3]=1.[I:20]C1C=CC=C2C=1NC1C(C(OC)=O)=CC=CC=1C2=O.[K+].[Br-].IC1C=C(C(OC)=O)C(N)=CC=1.IC1C2C(=O)C3C(=CC=CC=3)NC=2C(C(OC)=O)=CC=1.IC1C=C2C(NC3C(C(O)=O)=CC=CC=3C2=O)=CC=1.IC1C=CC2C(=O)C3C(NC=2C=1C(OC)=O)=CC=CC=3.NC1C=CC=C2C=1C=C(C(OC)=O)N=C2.IC1C=CC=C2C=1C=C(C(OC)=O)N=C2.Cl.Cl.C(N(CC)CCNC(C1C=NC2C(=CC=C(I)C=2)N=1)=O)C, predict the reaction product. The product is: [I:20][C:9]1[CH:10]=[CH:11][CH:12]=[C:13]2[C:8]=1[NH:7][C:6]1[C:5]([C:16]([O:18][CH3:19])=[O:17])=[CH:4][CH:3]=[CH:2][C:15]=1[CH2:14]2. (9) Given the reactants [CH3:1][C:2]1[CH:7]=[CH:6][C:5]([C:8]2[CH:13]=[C:12]([O:14][C:15]3[N:20]=[CH:19][CH:18]=[CH:17][N:16]=3)[CH:11]=[C:10]([C:21]([O:23]C)=[O:22])[CH:9]=2)=[CH:4][CH:3]=1.[OH-].[Li+].Cl, predict the reaction product. The product is: [CH3:1][C:2]1[CH:7]=[CH:6][C:5]([C:8]2[CH:13]=[C:12]([O:14][C:15]3[N:20]=[CH:19][CH:18]=[CH:17][N:16]=3)[CH:11]=[C:10]([C:21]([OH:23])=[O:22])[CH:9]=2)=[CH:4][CH:3]=1. (10) Given the reactants Cl.Cl.Cl.Cl.[F:5][C:6]1[CH:11]=[CH:10][C:9]([CH:12]([N:34]2[CH2:39][CH2:38][NH:37][CH2:36][CH2:35]2)[CH2:13][N:14]2[CH2:19][CH2:18][N:17]([CH2:20][CH2:21][CH2:22][CH2:23][C:24]3[C:33]4[C:28](=[CH:29][CH:30]=[CH:31][CH:32]=4)[CH:27]=[CH:26][CH:25]=3)[CH2:16][CH2:15]2)=[CH:8][CH:7]=1.[H-].[Na+].Br[CH:43]([CH3:45])[CH3:44].O, predict the reaction product. The product is: [F:5][C:6]1[CH:11]=[CH:10][C:9]([CH:12]([N:34]2[CH2:39][CH2:38][N:37]([CH:43]([CH3:45])[CH3:44])[CH2:36][CH2:35]2)[CH2:13][N:14]2[CH2:19][CH2:18][N:17]([CH2:20][CH2:21][CH2:22][CH2:23][C:24]3[C:33]4[C:28](=[CH:29][CH:30]=[CH:31][CH:32]=4)[CH:27]=[CH:26][CH:25]=3)[CH2:16][CH2:15]2)=[CH:8][CH:7]=1.